This data is from Catalyst prediction with 721,799 reactions and 888 catalyst types from USPTO. The task is: Predict which catalyst facilitates the given reaction. (1) Reactant: B(Cl)(Cl)Cl.C(Cl)Cl.C([O:15][C:16]1[C:17]([CH3:34])=[C:18]([CH3:33])[C:19]([NH:23][C:24]2[CH:29]=[CH:28][C:27]([N+:30]([O-:32])=[O:31])=[CH:26][CH:25]=2)=[N:20][C:21]=1[CH3:22])C1C=CC=CC=1.CC1C(C)=C(C)C(C)=C(C)C=1. Product: [CH3:22][C:21]1[C:16]([OH:15])=[C:17]([CH3:34])[C:18]([CH3:33])=[C:19]([NH:23][C:24]2[CH:29]=[CH:28][C:27]([N+:30]([O-:32])=[O:31])=[CH:26][CH:25]=2)[N:20]=1. The catalyst class is: 254. (2) Reactant: [NH:1]1[CH2:6][CH2:5][S:4][CH2:3][CH2:2]1.[Br:7][C:8]1[CH:13]=[CH:12][C:11](Br)=[CH:10][CH:9]=1.C(O[K])(C)(C)C. Product: [Br:7][C:8]1[CH:13]=[CH:12][C:11]([N:1]2[CH2:6][CH2:5][S:4][CH2:3][CH2:2]2)=[CH:10][CH:9]=1. The catalyst class is: 733.